This data is from Forward reaction prediction with 1.9M reactions from USPTO patents (1976-2016). The task is: Predict the product of the given reaction. (1) Given the reactants [Si:1]([O:8][C@H:9]([C:36]1[CH:41]=[CH:40][C:39]([F:42])=[CH:38][CH:37]=1)[CH2:10][CH2:11][C@@H:12]1[C@@H:15]([C:16]2[CH:21]=[CH:20][C:19]([C:22]3[CH:27]=[CH:26][CH:25]=[C:24]([OH:28])[CH:23]=3)=[CH:18][CH:17]=2)[N:14]([C:29]2[CH:34]=[CH:33][CH:32]=[CH:31][CH:30]=2)[C:13]1=[O:35])([C:4]([CH3:7])([CH3:6])[CH3:5])([CH3:3])[CH3:2].C1C=CC(N([S:50]([C:53]([F:56])([F:55])[F:54])(=[O:52])=[O:51])[S:50]([C:53]([F:56])([F:55])[F:54])(=[O:52])=[O:51])=CC=1.C(N(CC)CC)C.Cl, predict the reaction product. The product is: [F:54][C:53]([F:56])([F:55])[S:50]([O:28][C:24]1[CH:23]=[C:22]([C:19]2[CH:20]=[CH:21][C:16]([C@@H:15]3[C@@H:12]([CH2:11][CH2:10][C@H:9]([O:8][Si:1]([C:4]([CH3:7])([CH3:6])[CH3:5])([CH3:3])[CH3:2])[C:36]4[CH:37]=[CH:38][C:39]([F:42])=[CH:40][CH:41]=4)[C:13](=[O:35])[N:14]3[C:29]3[CH:30]=[CH:31][CH:32]=[CH:33][CH:34]=3)=[CH:17][CH:18]=2)[CH:27]=[CH:26][CH:25]=1)(=[O:52])=[O:51]. (2) Given the reactants [C:1]([C:4]1[C:22](=[O:23])[C@@:8]2([CH3:24])[C:9]3[C:15]([OH:16])=[CH:14][C:13]([O:17][CH3:18])=[C:12]([C:19]([NH2:21])=[O:20])[C:10]=3[O:11][C:7]2=[CH:6][C:5]=1[OH:25])(=[O:3])[CH3:2].[CH2:26]([C:28]1[CH:37]=[C:36]([F:38])[C:35]2[C:30](=[CH:31][C:32]([CH3:39])=[CH:33][CH:34]=2)[C:29]=1[CH:40]=O)[CH3:27].C([SiH](CC)CC)C.FC(F)(F)C(O)=O, predict the reaction product. The product is: [C:1]([C:4]1[C:22](=[O:23])[C@@:8]2([CH3:24])[C:9]3[C:15]([OH:16])=[CH:14][C:13]([O:17][CH3:18])=[C:12]([C:19]([NH:21][CH2:40][C:29]4[C:30]5[C:35](=[CH:34][CH:33]=[C:32]([CH3:39])[CH:31]=5)[C:36]([F:38])=[CH:37][C:28]=4[CH2:26][CH3:27])=[O:20])[C:10]=3[O:11][C:7]2=[CH:6][C:5]=1[OH:25])(=[O:3])[CH3:2]. (3) Given the reactants [C:9](O[C:9]([O:11][C:12]([CH3:15])([CH3:14])[CH3:13])=[O:10])([O:11][C:12]([CH3:15])([CH3:14])[CH3:13])=[O:10].Cl.[Br:17][C:18]1[CH:23]=[CH:22][C:21]([N:24]2[CH2:29][CH2:28][NH:27][CH2:26][CH2:25]2)=[CH:20][CH:19]=1.C(N(CC)CC)C, predict the reaction product. The product is: [C:12]([O:11][C:9]([N:27]1[CH2:26][CH2:25][N:24]([C:21]2[CH:20]=[CH:19][C:18]([Br:17])=[CH:23][CH:22]=2)[CH2:29][CH2:28]1)=[O:10])([CH3:13])([CH3:14])[CH3:15]. (4) Given the reactants CN(C)C=[N:4][S:5]([C:8]1[S:9][C:10]2[CH:16]=[C:15]([O:17][CH2:18][C:19]#[CH:20])[CH:14]=[CH:13][C:11]=2[N:12]=1)(=[O:7])=[O:6].N, predict the reaction product. The product is: [CH2:18]([O:17][C:15]1[CH:14]=[CH:13][C:11]2[N:12]=[C:8]([S:5]([NH2:4])(=[O:7])=[O:6])[S:9][C:10]=2[CH:16]=1)[C:19]#[CH:20]. (5) Given the reactants C[O:2][C:3]([C:5]1[CH:6]=[C:7]2[CH:13]=[C:12]([C:14]([C:21]3[CH:26]=[CH:25][C:24]([S:27]([CH3:30])(=[O:29])=[O:28])=[CH:23][CH:22]=3)=[CH:15][CH:16]3[CH2:20][CH2:19][CH2:18][CH2:17]3)[N:11](S(C3C=CC=CC=3)(=O)=O)[C:8]2=[N:9][CH:10]=1)=[O:4].Cl, predict the reaction product. The product is: [CH:16]1([CH:15]=[C:14]([C:12]2[NH:11][C:8]3=[N:9][CH:10]=[C:5]([C:3]([OH:4])=[O:2])[CH:6]=[C:7]3[CH:13]=2)[C:21]2[CH:26]=[CH:25][C:24]([S:27]([CH3:30])(=[O:29])=[O:28])=[CH:23][CH:22]=2)[CH2:20][CH2:19][CH2:18][CH2:17]1. (6) Given the reactants C1(P(C2C=CC=CC=2)C2C=CC=CC=2)C=CC=CC=1.O[C@H:21]1[CH2:26][CH2:25][CH2:24][C@H:23]([N:27]2C(=O)C3C(=CC=CC=3)C2=O)[CH2:22]1.C(OC1C(OC2CCCCO2)=CC=C2C=1C=NN2C1CCCCO1)CC.N(C(OC(C)C)=O)=NC(OC(C)C)=O.[CH2:78]([O:81][C:82]1[C:90]([OH:91])=[CH:89][CH:88]=[C:87]2[C:83]=1[CH:84]=[N:85][NH:86]2)[CH2:79][CH3:80].CN.C(O)C, predict the reaction product. The product is: [CH2:78]([O:81][C:82]1[C:90]([O:91][C@@H:21]2[CH2:26][CH2:25][CH2:24][C@H:23]([NH2:27])[CH2:22]2)=[CH:89][CH:88]=[C:87]2[C:83]=1[CH:84]=[N:85][NH:86]2)[CH2:79][CH3:80]. (7) Given the reactants Cl[C:2]1[C:11]2[C:6](=[CH:7][C:8]3[CH:15]=[CH:14][CH:13]=[CH:12][C:9]=3[CH:10]=2)[N:5]=[CH:4][C:3]=1[C:16]#[N:17].[Cl:18][C:19]1[C:25]([O:26][CH3:27])=[CH:24][C:22]([NH2:23])=[C:21]([CH3:28])[CH:20]=1.Cl.N1C=CC=CC=1, predict the reaction product. The product is: [Cl:18][C:19]1[C:25]([O:26][CH3:27])=[CH:24][C:22]([NH:23][C:2]2[C:11]3[C:6](=[CH:7][C:8]4[CH:15]=[CH:14][CH:13]=[CH:12][C:9]=4[CH:10]=3)[N:5]=[CH:4][C:3]=2[C:16]#[N:17])=[C:21]([CH3:28])[CH:20]=1. (8) Given the reactants CON(C)[C:4]([C:6]1[N:7]=[CH:8][N:9]([C:11]2[CH:12]=[C:13]([C:17]3[CH:22]=[CH:21][CH:20]=[CH:19][CH:18]=3)[CH:14]=[CH:15][CH:16]=2)[CH:10]=1)=[O:5].Br[C:25]1[CH:30]=[CH:29][C:28]([O:31][CH3:32])=[CH:27][CH:26]=1, predict the reaction product. The product is: [C:13]1([C:17]2[CH:18]=[CH:19][CH:20]=[CH:21][CH:22]=2)[CH:14]=[CH:15][CH:16]=[C:11]([N:9]2[CH:10]=[C:6]([C:4]([C:25]3[CH:30]=[CH:29][C:28]([O:31][CH3:32])=[CH:27][CH:26]=3)=[O:5])[N:7]=[CH:8]2)[CH:12]=1. (9) Given the reactants [C:1]([O:5][C:6]([N:8]1[CH2:13][CH2:12][N:11]([C:14]([C:16]2[N:21]=[C:20]([C:22]3[CH:27]=[CH:26][N:25]=[C:24](F)[CH:23]=3)[CH:19]=[CH:18][CH:17]=2)=[O:15])[CH2:10][CH2:9]1)=[O:7])([CH3:4])([CH3:3])[CH3:2].[CH:29]1([NH2:35])[CH2:34][CH2:33][CH2:32][CH2:31][CH2:30]1, predict the reaction product. The product is: [C:1]([O:5][C:6]([N:8]1[CH2:13][CH2:12][N:11]([C:14]([C:16]2[N:21]=[C:20]([C:22]3[CH:27]=[CH:26][N:25]=[C:24]([NH:35][CH:29]4[CH2:34][CH2:33][CH2:32][CH2:31][CH2:30]4)[CH:23]=3)[CH:19]=[CH:18][CH:17]=2)=[O:15])[CH2:10][CH2:9]1)=[O:7])([CH3:4])([CH3:3])[CH3:2]. (10) The product is: [CH3:4][CH2:3][CH2:2][CH2:1][C:5]1[N:9]([CH2:10][C:11]2[CH:16]=[CH:15][C:14]([C:17]3[CH:22]=[CH:21][CH:20]=[CH:19][C:18]=3[C:23]3[N:32]=[N:31][NH:30][N:24]=3)=[CH:13][CH:12]=2)[C:8](=[O:25])[C:7]2([CH2:26][CH2:27][CH2:28][CH2:29]2)[N:6]=1. Given the reactants [CH2:1]([C:5]1[N:9]([CH2:10][C:11]2[CH:16]=[CH:15][C:14]([C:17]3[CH:22]=[CH:21][CH:20]=[CH:19][C:18]=3[C:23]#[N:24])=[CH:13][CH:12]=2)[C:8](=[O:25])[C:7]2([CH2:29][CH2:28][CH2:27][CH2:26]2)[N:6]=1)[CH2:2][CH2:3][CH3:4].[N-:30]=[N+:31]=[N-:32].[Na+].N1CCNCC1.[OH-].[Na+], predict the reaction product.